This data is from Forward reaction prediction with 1.9M reactions from USPTO patents (1976-2016). The task is: Predict the product of the given reaction. (1) Given the reactants [Br:1][C:2]1[CH:10]=[CH:9][C:5]([C:6](O)=[O:7])=[CH:4][N:3]=1.C(N(CC)CC)C.ClC(OCC)=O.[BH4-].[Na+], predict the reaction product. The product is: [Br:1][C:2]1[N:3]=[CH:4][C:5]([CH2:6][OH:7])=[CH:9][CH:10]=1. (2) Given the reactants [NH:1]1[C:9]2[C:4](=[CH:5][C:6]([NH:10][C:11]3[C:12]4[C:19]5[CH2:20][CH2:21][CH:22]([C:24](O)=[O:25])[CH2:23][C:18]=5[S:17][C:13]=4[N:14]=[CH:15][N:16]=3)=[CH:7][CH:8]=2)[CH:3]=[N:2]1.[CH3:27][O:28][C:29]1[CH:35]=[CH:34][CH:33]=[CH:32][C:30]=1[NH2:31].C(N(CC)C(C)C)(C)C.C(P1(=O)OP(CCC)(=O)OP(CCC)(=O)O1)CC.C(P(OP(CCC)=O)=O)CC, predict the reaction product. The product is: [NH:1]1[C:9]2[C:4](=[CH:5][C:6]([NH:10][C:11]3[C:12]4[C:19]5[CH2:20][CH2:21][CH:22]([C:24]([NH:31][C:30]6[CH:32]=[CH:33][CH:34]=[CH:35][C:29]=6[O:28][CH3:27])=[O:25])[CH2:23][C:18]=5[S:17][C:13]=4[N:14]=[CH:15][N:16]=3)=[CH:7][CH:8]=2)[CH:3]=[N:2]1. (3) Given the reactants [Mg].[CH3:2][O:3][CH2:4][C:5]#N.[Cl:7][C:8]1[CH:9]=[C:10]([Mg:15][Br:16])[CH:11]=[CH:12][C:13]=1[Cl:14].C([O:19]CC)C, predict the reaction product. The product is: [Cl:7][C:8]1[CH:9]=[C:10]([Mg:15][Br:16])[CH:11]=[CH:12][C:13]=1[Cl:14].[Cl:7][C:8]1[CH:9]=[C:10]([C:5](=[O:19])[CH2:4][O:3][CH3:2])[CH:11]=[CH:12][C:13]=1[Cl:14]. (4) Given the reactants [CH2:1]([O:8][C:9]1[C:10]([CH2:17][CH2:18][CH2:19][CH2:20][CH2:21][CH2:22][CH2:23][CH2:24][CH2:25][CH2:26][CH2:27][CH2:28][CH2:29][CH2:30][CH2:31][CH3:32])=[N:11][C:12](N)=[N:13][C:14]=1[CH3:15])[C:2]1[CH:7]=[CH:6][CH:5]=[CH:4][CH:3]=1.[CH2:33]=O.[BH3-][C:36]#[N:37].[Na+], predict the reaction product. The product is: [CH2:1]([O:8][C:9]1[C:10]([CH2:17][CH2:18][CH2:19][CH2:20][CH2:21][CH2:22][CH2:23][CH2:24][CH2:25][CH2:26][CH2:27][CH2:28][CH2:29][CH2:30][CH2:31][CH3:32])=[N:11][C:12]([N:37]([CH3:36])[CH3:33])=[N:13][C:14]=1[CH3:15])[C:2]1[CH:7]=[CH:6][CH:5]=[CH:4][CH:3]=1. (5) Given the reactants Cl[C:2]1[N:7]=[C:6]([NH:8][C@@H:9]2[CH2:14][CH2:13][CH2:12][CH2:11][C@H:10]2[NH:15][S:16]([CH3:19])(=[O:18])=[O:17])[C:5]([Cl:20])=[CH:4][N:3]=1.[NH2:21][C:22]1[CH:37]=[CH:36][C:25]2[N:26]([CH2:34][CH3:35])[C:27](=[O:33])[CH2:28][CH2:29][C:30]([CH3:32])([CH3:31])[C:24]=2[CH:23]=1.Cl, predict the reaction product. The product is: [Cl:20][C:5]1[C:6]([NH:8][C@@H:9]2[CH2:14][CH2:13][CH2:12][CH2:11][C@H:10]2[NH:15][S:16]([CH3:19])(=[O:18])=[O:17])=[N:7][C:2]([NH:21][C:22]2[CH:37]=[CH:36][C:25]3[N:26]([CH2:34][CH3:35])[C:27](=[O:33])[CH2:28][CH2:29][C:30]([CH3:31])([CH3:32])[C:24]=3[CH:23]=2)=[N:3][CH:4]=1. (6) Given the reactants C([O-])([O-])=O.[K+].[K+].Br[C:8]1[CH:13]=[CH:12][C:11]([O:14][CH3:15])=[CH:10][CH:9]=1.CC(=O)CC(=O)C.[CH2:23]([NH2:30])[C:24]1[CH:29]=[CH:28][CH:27]=[CH:26][CH:25]=1.C(OCCCCCC)CCCCC, predict the reaction product. The product is: [CH3:15][O:14][C:11]1[CH:12]=[CH:13][C:8]([NH:30][CH2:23][C:24]2[CH:29]=[CH:28][CH:27]=[CH:26][CH:25]=2)=[CH:9][CH:10]=1. (7) Given the reactants [Br:1][C:2]1[CH:7]=[CH:6][C:5]([CH3:8])=[C:4](F)[CH:3]=1.[CH3:10][O:11][C:12]1[CH:19]=[CH:18][C:15]([CH2:16][OH:17])=[CH:14][CH:13]=1.[H-].[Na+].[Cl-].[NH4+], predict the reaction product. The product is: [Br:1][C:2]1[CH:7]=[CH:6][C:5]([CH3:8])=[C:4]([O:17][CH2:16][C:15]2[CH:18]=[CH:19][C:12]([O:11][CH3:10])=[CH:13][CH:14]=2)[CH:3]=1. (8) Given the reactants CN([CH:4]=[O:5])C.Br[CH2:7][CH2:8][CH2:9][CH2:10][CH2:11][CH3:12].O[C:14]1[CH:15]=[C:16]([CH:21]=[C:22]([OH:25])[C:23]=1[OH:24])[C:17]([O:19][CH3:20])=[O:18].N#N, predict the reaction product. The product is: [CH2:7]([O:25][C:22]1[CH:21]=[C:16]([CH:15]=[C:14]([O:5][CH2:4][CH2:7][CH2:8][CH2:9][CH2:10][CH3:11])[C:23]=1[O:24][CH2:7][CH2:8][CH2:9][CH2:10][CH2:11][CH3:12])[C:17]([O:19][CH3:20])=[O:18])[CH2:8][CH2:9][CH2:10][CH2:11][CH3:12]. (9) Given the reactants B(Br)(Br)Br.C[O:6][C:7]1[CH:15]=[C:14]2[C:10]([CH:11]=[C:12]([C:16]([O:18][CH3:19])=[O:17])[NH:13]2)=[CH:9][CH:8]=1.C(=O)(O)[O-].[Na+].Cl.S(Cl)(Cl)=O, predict the reaction product. The product is: [OH:6][C:7]1[CH:15]=[C:14]2[C:10]([CH:11]=[C:12]([C:16]([O:18][CH3:19])=[O:17])[NH:13]2)=[CH:9][CH:8]=1. (10) The product is: [C:1]([O:5][C:6]([N:8]1[CH2:9][CH:10]([N:12]2[C:16]([Cl:46])=[CH:15][N:14]=[C:13]2[C:17]2[S:18][C:19]3[CH2:20][CH2:21][O:22][C:23]4[CH:30]=[C:29]([C:31]5[CH:32]=[N:33][N:34]([CH2:36][C:37]([OH:40])([CH3:39])[CH3:38])[CH:35]=5)[CH:28]=[CH:27][C:24]=4[C:25]=3[N:26]=2)[CH2:11]1)=[O:7])([CH3:4])([CH3:3])[CH3:2]. Given the reactants [C:1]([O:5][C:6]([N:8]1[CH2:11][CH:10]([N:12]2[CH:16]=[CH:15][N:14]=[C:13]2[C:17]2[S:18][C:19]3[CH2:20][CH2:21][O:22][C:23]4[CH:30]=[C:29]([C:31]5[CH:32]=[N:33][N:34]([CH2:36][C:37]([OH:40])([CH3:39])[CH3:38])[CH:35]=5)[CH:28]=[CH:27][C:24]=4[C:25]=3[N:26]=2)[CH2:9]1)=[O:7])([CH3:4])([CH3:3])[CH3:2].CN(C)C=O.[Cl:46]N1C(=O)CCC1=O.Cl, predict the reaction product.